Dataset: Reaction yield outcomes from USPTO patents with 853,638 reactions. Task: Predict the reaction yield, written as a fraction of the theoretical maximum amount of product (1.0 means a 100% yield; for example, 0.34 means a 34% yield). (1) The reactants are [CH3:1][N:2]1[C:6]([C:7]([OH:9])=O)=[CH:5][CH:4]=[N:3]1.C(Cl)(=O)C(Cl)=O.[NH2:16][C:17]1[CH:18]=[C:19]([CH:36]=[CH:37][CH:38]=1)[O:20][C:21]1[CH:22]=[CH:23][C:24]2[N:25]([CH:27]=[C:28]([NH:30][C:31]([CH:33]3[CH2:35][CH2:34]3)=[O:32])[N:29]=2)[N:26]=1. The catalyst is O1CCCC1.CN(C)C=O.CN(C)C(=O)C.C(=O)([O-])O.[Na+]. The product is [CH:33]1([C:31]([NH:30][C:28]2[N:29]=[C:24]3[CH:23]=[CH:22][C:21]([O:20][C:19]4[CH:18]=[C:17]([NH:16][C:7]([C:6]5[N:2]([CH3:1])[N:3]=[CH:4][CH:5]=5)=[O:9])[CH:38]=[CH:37][CH:36]=4)=[N:26][N:25]3[CH:27]=2)=[O:32])[CH2:34][CH2:35]1. The yield is 0.890. (2) The reactants are C(OC(=O)[NH:7][CH2:8][CH2:9][NH:10][CH:11]([C:15]1[O:16][C:17]2[C:22]([C:23](=[O:32])[C:24]=1[CH2:25][C:26]1[CH:31]=[CH:30][CH:29]=[CH:28][CH:27]=1)=[CH:21][CH:20]=[C:19]([Cl:33])[CH:18]=2)[CH:12]([CH3:14])[CH3:13])(C)(C)C. The catalyst is C(Cl)Cl.FC(F)(F)C(O)=O. The product is [NH2:7][CH2:8][CH2:9][NH:10][CH:11]([C:15]1[O:16][C:17]2[C:22]([C:23](=[O:32])[C:24]=1[CH2:25][C:26]1[CH:27]=[CH:28][CH:29]=[CH:30][CH:31]=1)=[CH:21][CH:20]=[C:19]([Cl:33])[CH:18]=2)[CH:12]([CH3:13])[CH3:14]. The yield is 0.910. (3) The reactants are [CH3:1][C:2]1[O:3][C:4]2[CH:10]=[CH:9][CH:8]=[CH:7][C:5]=2[N:6]=1.C1C(=O)N([Br:18])C(=O)C1. The catalyst is C(Cl)(Cl)(Cl)Cl.C(OOC(=O)C1C=CC=CC=1)(=O)C1C=CC=CC=1. The product is [Br:18][CH2:1][C:2]1[O:3][C:4]2[CH:10]=[CH:9][CH:8]=[CH:7][C:5]=2[N:6]=1. The yield is 0.170. (4) The reactants are [C:1]([NH:5][S:6]([C:9]1[CH:10]=[N:11][C:12]([Cl:15])=[CH:13][CH:14]=1)(=[O:8])=[O:7])([CH3:4])([CH3:3])[CH3:2].CI.[C:18]([O-])([O-])=O.[K+].[K+]. The catalyst is CC(C)=O. The product is [C:1]([N:5]([CH3:18])[S:6]([C:9]1[CH:10]=[N:11][C:12]([Cl:15])=[CH:13][CH:14]=1)(=[O:7])=[O:8])([CH3:4])([CH3:2])[CH3:3]. The yield is 0.650. (5) The reactants are O=C(Cl)[O:3][C:4](Cl)(Cl)Cl.[F:9][C:10]1[C:15]([N+:16]([O-:18])=[O:17])=[CH:14][C:13]([NH:19][CH2:20][C:21]2[C:22]([NH:29][CH3:30])=[N:23][C:24]([S:27][CH3:28])=[N:25][CH:26]=2)=[C:12]([CH3:31])[CH:11]=1.CCN(CC)CC.C([O-])([O-])=O.[Na+].[Na+]. The catalyst is O1CCOCC1.O. The product is [F:9][C:10]1[C:15]([N+:16]([O-:18])=[O:17])=[CH:14][C:13]([N:19]2[CH2:20][C:21]3[C:22](=[N:23][C:24]([S:27][CH3:28])=[N:25][CH:26]=3)[N:29]([CH3:30])[C:4]2=[O:3])=[C:12]([CH3:31])[CH:11]=1. The yield is 0.840.